Dataset: Reaction yield outcomes from USPTO patents with 853,638 reactions. Task: Predict the reaction yield, written as a fraction of the theoretical maximum amount of product (1.0 means a 100% yield; for example, 0.34 means a 34% yield). (1) The reactants are [Br:1][C:2]1[CH:3]=[CH:4][C:5]2[C:11]3[S:12][C:13]([C:15]([N:17]([C:19]4[CH:20]=[C:21]([CH:25]=[CH:26][C:27]=4[Cl:28])[C:22](O)=[O:23])[CH3:18])=[O:16])=[CH:14][C:10]=3[CH2:9][CH2:8][O:7][C:6]=2[CH:29]=1.CCN=C=NCCCN(C)C.C1C=CC2N(O)N=NC=2C=1.CCN(C(C)C)C(C)C.[NH2:60][CH2:61][C@H:62]([OH:64])[CH3:63]. The catalyst is C1COCC1.O. The product is [Br:1][C:2]1[CH:3]=[CH:4][C:5]2[C:11]3[S:12][C:13]([C:15]([N:17]([C:19]4[CH:20]=[C:21]([C:22](=[O:23])[NH:60][CH2:61][C@H:62]([OH:64])[CH3:63])[CH:25]=[CH:26][C:27]=4[Cl:28])[CH3:18])=[O:16])=[CH:14][C:10]=3[CH2:9][CH2:8][O:7][C:6]=2[CH:29]=1. The yield is 0.810. (2) The reactants are C[O:2][C:3]1[CH:4]=[C:5]2[C:9](=[CH:10][CH:11]=1)[C@H:8]([C@H:12]([CH2:17][CH3:18])[C:13]([O:15][CH3:16])=[O:14])[CH2:7][CH2:6]2.[Al+3].[Cl-].[Cl-].[Cl-].CCS. The catalyst is C(Cl)Cl. The product is [OH:2][C:3]1[CH:4]=[C:5]2[C:9](=[CH:10][CH:11]=1)[C@H:8]([C@H:12]([CH2:17][CH3:18])[C:13]([O:15][CH3:16])=[O:14])[CH2:7][CH2:6]2. The yield is 0.980. (3) The reactants are [C:1]([Cu])#[N:2].Br[C:5]1[CH:6]=[C:7]([CH:28]=[CH:29][C:30]=1[F:31])[C:8]([NH:10][C:11]1[C:12]([NH:17][C:18](=[O:27])[C:19]2[CH:24]=[CH:23][C:22]([O:25][CH3:26])=[CH:21][CH:20]=2)=[CH:13][CH:14]=[CH:15][CH:16]=1)=[O:9]. The catalyst is CN1C(=O)CCC1.C(OCC)(=O)C. The product is [C:1]([C:5]1[CH:6]=[C:7]([CH:28]=[CH:29][C:30]=1[F:31])[C:8]([NH:10][C:11]1[C:12]([NH:17][C:18](=[O:27])[C:19]2[CH:24]=[CH:23][C:22]([O:25][CH3:26])=[CH:21][CH:20]=2)=[CH:13][CH:14]=[CH:15][CH:16]=1)=[O:9])#[N:2]. The yield is 0.440. (4) The product is [Cl:29][C:12]1[CH:11]=[C:10]([N:9]2[C:4](=[O:3])[NH:5][C:6](=[O:32])[C:7]([C:30]#[N:31])=[N:8]2)[CH:15]=[C:14]([Cl:16])[C:13]=1[O:17][C:18]1[CH:23]=[C:22]([CH:24]([CH3:26])[CH3:25])[C:21](=[O:27])[N:20]([CH3:28])[N:19]=1. The catalyst is CN(C)C(=O)C.C(#N)C. The yield is 0.858. The reactants are C([O:3][C:4](=O)[NH:5][C:6](=[O:32])[C:7]([C:30]#[N:31])=[N:8][NH:9][C:10]1[CH:15]=[C:14]([Cl:16])[C:13]([O:17][C:18]2[CH:23]=[C:22]([CH:24]([CH3:26])[CH3:25])[C:21](=[O:27])[N:20]([CH3:28])[N:19]=2)=[C:12]([Cl:29])[CH:11]=1)C.C([O-])(=O)C.[K+].C(O)(=O)C.O. (5) The reactants are [C:1]([C@H:4]([N:6]1[C:11](=[O:12])[C@@H:10]([N:13]=[N+]=[N-])[C@@H:9]([OH:16])[CH2:8][O:7]1)[CH3:5])([OH:3])=[O:2]. The catalyst is CCOC(C)=O.[Pd]. The product is [C:1]([C@H:4]([N:6]1[C:11](=[O:12])[C@@H:10]([NH2:13])[C@@H:9]([OH:16])[CH2:8][O:7]1)[CH3:5])([OH:3])=[O:2]. The yield is 0.900.